Dataset: Full USPTO retrosynthesis dataset with 1.9M reactions from patents (1976-2016). Task: Predict the reactants needed to synthesize the given product. Given the product [CH2:32]([O:31][C:29]([C@@H:25]1[CH2:26][CH2:27][CH2:28][N:23]([C:21]2[CH:20]=[CH:19][C:18]([Cl:34])=[C:17]([C:9]3[NH:8][C:12]4[CH:13]=[CH:14][CH:15]=[CH:16][C:11]=4[N:10]=3)[CH:22]=2)[CH2:24]1)=[O:30])[CH3:33], predict the reactants needed to synthesize it. The reactants are: C(OC([N:8]1[C:12]2[CH:13]=[CH:14][CH:15]=[CH:16][C:11]=2[N:10]=[C:9]1[C:17]1[CH:22]=[C:21]([N:23]2[CH2:28][CH2:27][CH2:26][C@@H:25]([C:29]([O:31][CH2:32][CH3:33])=[O:30])[CH2:24]2)[CH:20]=[CH:19][C:18]=1[Cl:34])=O)(C)(C)C.